This data is from Full USPTO retrosynthesis dataset with 1.9M reactions from patents (1976-2016). The task is: Predict the reactants needed to synthesize the given product. (1) The reactants are: [Cl:1][C:2]1[CH:21]=[C:20]([Cl:22])[CH:19]=[CH:18][C:3]=1[CH2:4][N:5]1[C:9]2[CH:10]=[C:11]([CH2:15][OH:16])[CH:12]=[C:13]([CH3:14])[C:8]=2[N:7]=[C:6]1[CH3:17]. Given the product [Cl:1][C:2]1[CH:21]=[C:20]([Cl:22])[CH:19]=[CH:18][C:3]=1[CH2:4][N:5]1[C:9]2[CH:10]=[C:11]([CH:15]=[O:16])[CH:12]=[C:13]([CH3:14])[C:8]=2[N:7]=[C:6]1[CH3:17], predict the reactants needed to synthesize it. (2) Given the product [ClH:33].[N:19]1[CH:20]=[CH:21][CH:22]=[CH:23][C:18]=1[C:14]1[C:15]2[CH2:16][CH2:17][NH:8][CH2:9][C:10]=2[N:11]=[CH:12][N:13]=1, predict the reactants needed to synthesize it. The reactants are: C([N:8]1[CH2:17][CH2:16][C:15]2[C:14]([C:18]3[CH:23]=[CH:22][CH:21]=[CH:20][N:19]=3)=[N:13][CH:12]=[N:11][C:10]=2[CH2:9]1)C1C=CC=CC=1.C(N(CC)C(C)C)(C)C.[Cl:33]C(OC(Cl)C)=O.C(=O)(O)[O-].[Na+]. (3) Given the product [Cl:1][C:2]1[CH:3]=[C:4]([CH3:29])[C:5]([NH:10][C:9]([C:11]2[N:15]([C:16]3[CH:21]=[CH:20][CH:19]=[CH:18][C:17]=3[Cl:22])[N:14]=[C:13]([C:23]([F:26])([F:24])[F:25])[CH:12]=2)=[O:8])=[C:6]([C:7]([NH:31][NH2:32])=[O:27])[CH:28]=1, predict the reactants needed to synthesize it. The reactants are: [Cl:1][C:2]1[CH:3]=[C:4]([CH3:29])[C:5]2[N:10]=[C:9]([C:11]3[N:15]([C:16]4[CH:21]=[CH:20][CH:19]=[CH:18][C:17]=4[Cl:22])[N:14]=[C:13]([C:23]([F:26])([F:25])[F:24])[CH:12]=3)[O:8][C:7](=[O:27])[C:6]=2[CH:28]=1.O.[NH2:31][NH2:32].O1CCCC1. (4) Given the product [Cl:19][C:17]([Cl:20])=[CH:18][C:4]([C:3]1[C:2]([Cl:1])=[N:10][C:9]([Cl:11])=[C:8]([F:12])[CH:7]=1)=[O:5], predict the reactants needed to synthesize it. The reactants are: [Cl:1][C:2]1[N:10]=[C:9]([Cl:11])[C:8]([F:12])=[CH:7][C:3]=1[C:4](Cl)=[O:5].[Al+3].[Cl-].[Cl-].[Cl-].[C:17]([Cl:20])([Cl:19])=[CH2:18]. (5) Given the product [Cl:3][C:4]1[CH:5]=[N:6][C:7]2[CH:8]=[CH:9][C:10](=[O:15])[N:11]3[CH2:19][Si:18]([CH3:21])([CH3:20])[O:14][C:13]=1[C:12]=23, predict the reactants needed to synthesize it. The reactants are: [H-].[Na+].[Cl:3][C:4]1[CH:5]=[N:6][C:7]2[C:12]([C:13]=1[OH:14])=[N:11][C:10]([O:15]C)=[CH:9][CH:8]=2.Cl[Si:18]([CH2:21]Cl)([CH3:20])[CH3:19]. (6) Given the product [CH2:1]([O:8][CH2:9][CH2:10][C@@:11]1([CH3:15])[CH2:12][O:13][C:18]([CH3:20])([CH3:19])[O:14]1)[C:2]1[CH:7]=[CH:6][CH:5]=[CH:4][CH:3]=1, predict the reactants needed to synthesize it. The reactants are: [CH2:1]([O:8][CH2:9][CH2:10][C@:11]([CH3:15])([OH:14])[CH2:12][OH:13])[C:2]1[CH:7]=[CH:6][CH:5]=[CH:4][CH:3]=1.CO[C:18](OC)([CH3:20])[CH3:19].CC1C=CC(S(O)(=O)=O)=CC=1.C([O-])(O)=O.[Na+].